Dataset: NCI-60 drug combinations with 297,098 pairs across 59 cell lines. Task: Regression. Given two drug SMILES strings and cell line genomic features, predict the synergy score measuring deviation from expected non-interaction effect. Drug 1: C1C(C(OC1N2C=C(C(=O)NC2=O)F)CO)O. Drug 2: COC1=NC(=NC2=C1N=CN2C3C(C(C(O3)CO)O)O)N. Cell line: LOX IMVI. Synergy scores: CSS=12.1, Synergy_ZIP=-3.90, Synergy_Bliss=-1.90, Synergy_Loewe=-26.4, Synergy_HSA=-2.33.